From a dataset of Merck oncology drug combination screen with 23,052 pairs across 39 cell lines. Regression. Given two drug SMILES strings and cell line genomic features, predict the synergy score measuring deviation from expected non-interaction effect. (1) Drug 1: C#Cc1cccc(Nc2ncnc3cc(OCCOC)c(OCCOC)cc23)c1. Drug 2: O=C(NOCC(O)CO)c1ccc(F)c(F)c1Nc1ccc(I)cc1F. Cell line: T47D. Synergy scores: synergy=-32.8. (2) Drug 1: CN1C(=O)C=CC2(C)C3CCC4(C)C(NC(=O)OCC(F)(F)F)CCC4C3CCC12. Drug 2: CC1CC2C3CCC4=CC(=O)C=CC4(C)C3(F)C(O)CC2(C)C1(O)C(=O)CO. Cell line: MSTO. Synergy scores: synergy=-10.9. (3) Drug 1: O=S1(=O)NC2(CN1CC(F)(F)F)C1CCC2Cc2cc(C=CCN3CCC(C(F)(F)F)CC3)ccc2C1. Synergy scores: synergy=9.08. Cell line: OV90. Drug 2: CNC(=O)c1cc(Oc2ccc(NC(=O)Nc3ccc(Cl)c(C(F)(F)F)c3)cc2)ccn1. (4) Drug 1: C=CCn1c(=O)c2cnc(Nc3ccc(N4CCN(C)CC4)cc3)nc2n1-c1cccc(C(C)(C)O)n1. Cell line: NCIH2122. Drug 2: O=C(O)C1(Cc2cccc(Nc3nccs3)n2)CCC(Oc2cccc(Cl)c2F)CC1. Synergy scores: synergy=-15.8. (5) Drug 1: CN1C(=O)C=CC2(C)C3CCC4(C)C(NC(=O)OCC(F)(F)F)CCC4C3CCC12. Drug 2: COc1cccc2c1C(=O)c1c(O)c3c(c(O)c1C2=O)CC(O)(C(=O)CO)CC3OC1CC(N)C(O)C(C)O1. Cell line: ZR751. Synergy scores: synergy=18.1. (6) Drug 1: O=C(CCCCCCC(=O)Nc1ccccc1)NO. Drug 2: CC(C)CC(NC(=O)C(Cc1ccccc1)NC(=O)c1cnccn1)B(O)O. Cell line: EFM192B. Synergy scores: synergy=14.8. (7) Drug 1: CN1C(=O)C=CC2(C)C3CCC4(C)C(NC(=O)OCC(F)(F)F)CCC4C3CCC12. Drug 2: O=C(CCCCCCC(=O)Nc1ccccc1)NO. Cell line: MSTO. Synergy scores: synergy=-92.6.